Dataset: Forward reaction prediction with 1.9M reactions from USPTO patents (1976-2016). Task: Predict the product of the given reaction. (1) Given the reactants [N+:1]([C:4]1[CH:30]=[CH:29][C:7]([CH2:8][C:9]2([CH2:19][C:20]3[CH:25]=[CH:24][C:23]([N+:26]([O-])=O)=[CH:22][CH:21]=3)[CH2:15][O:14][C:13]3=[CH:16][S:17][CH:18]=[C:12]3[O:11][CH2:10]2)=[CH:6][CH:5]=1)([O-])=O.O.O.[Sn](Cl)Cl.C(OCC)(=O)C.C(=O)([O-])[O-].[Na+].[Na+], predict the reaction product. The product is: [NH2:1][C:4]1[CH:30]=[CH:29][C:7]([CH2:8][C:9]2([CH2:19][C:20]3[CH:25]=[CH:24][C:23]([NH2:26])=[CH:22][CH:21]=3)[CH2:15][O:14][C:13]3=[CH:16][S:17][CH:18]=[C:12]3[O:11][CH2:10]2)=[CH:6][CH:5]=1. (2) Given the reactants [F:1][C:2]([F:13])([F:12])[C:3]1[N:8]=[C:7]([C:9]([NH2:11])=O)[CH:6]=[N:5][CH:4]=1, predict the reaction product. The product is: [F:13][C:2]([F:1])([F:12])[C:3]1[N:8]=[C:7]([C:9]#[N:11])[CH:6]=[N:5][CH:4]=1. (3) Given the reactants [Br:1][C:2]1[C:6]2[CH2:7][N:8]([C:11](OC(C)(C)C)=[O:12])[CH2:9][CH2:10][C:5]=2[N:4]([C@H:18]2[CH2:22][CH2:21][O:20][CH2:19]2)[N:3]=1.F[C:24](F)(F)C(O)=O.C(N(CC)CC)C.C(OC(=O)C)(=O)C, predict the reaction product. The product is: [Br:1][C:2]1[C:6]2[CH2:7][N:8]([C:11](=[O:12])[CH3:24])[CH2:9][CH2:10][C:5]=2[N:4]([C@H:18]2[CH2:22][CH2:21][O:20][CH2:19]2)[N:3]=1. (4) Given the reactants [Cl:1][C:2]1[N:7]=[C:6](Cl)[CH:5]=[C:4]([C:9]([O:11][CH3:12])=[O:10])[N:3]=1.[CH:13]1([CH2:19][NH2:20])[CH2:18][CH2:17][CH2:16][CH2:15][CH2:14]1.C(N(CC)CC)C.O, predict the reaction product. The product is: [Cl:1][C:2]1[N:3]=[C:4]([C:9]([O:11][CH3:12])=[O:10])[CH:5]=[C:6]([NH:20][CH2:19][CH:13]2[CH2:18][CH2:17][CH2:16][CH2:15][CH2:14]2)[N:7]=1.